Dataset: Full USPTO retrosynthesis dataset with 1.9M reactions from patents (1976-2016). Task: Predict the reactants needed to synthesize the given product. Given the product [NH2:12][C:13]1[C:14]2[C:21]([C:22]([C:24]3[CH:29]=[C:28]([NH:30][C:9]([NH:8][C:5]4[CH:6]=[CH:7][C:2]([Cl:1])=[CH:3][C:4]=4[CH3:11])=[O:10])[CH:27]=[N:26][CH:25]=3)=[O:23])=[CH:20][N:19]([CH:31]([CH3:33])[CH3:32])[C:15]=2[N:16]=[CH:17][N:18]=1, predict the reactants needed to synthesize it. The reactants are: [Cl:1][C:2]1[CH:7]=[CH:6][C:5]([N:8]=[C:9]=[O:10])=[C:4]([CH3:11])[CH:3]=1.[NH2:12][C:13]1[C:14]2[C:21]([C:22]([C:24]3[CH:25]=[N:26][CH:27]=[C:28]([NH2:30])[CH:29]=3)=[O:23])=[CH:20][N:19]([CH:31]([CH3:33])[CH3:32])[C:15]=2[N:16]=[CH:17][N:18]=1.